From a dataset of CYP3A4 inhibition data for predicting drug metabolism from PubChem BioAssay. Regression/Classification. Given a drug SMILES string, predict its absorption, distribution, metabolism, or excretion properties. Task type varies by dataset: regression for continuous measurements (e.g., permeability, clearance, half-life) or binary classification for categorical outcomes (e.g., BBB penetration, CYP inhibition). Dataset: cyp3a4_veith. The molecule is COC(=O)[C@@]1(Cc2ccc(F)cc2)[C@H]2c3cc(C(=O)N(C)C)n(CCF)c3C[C@H]2CN1C(=O)c1ccccc1. The result is 1 (inhibitor).